Task: Regression. Given a peptide amino acid sequence and an MHC pseudo amino acid sequence, predict their binding affinity value. This is MHC class II binding data.. Dataset: Peptide-MHC class II binding affinity with 134,281 pairs from IEDB (1) The peptide sequence is ADDLTAAINKGILVT. The MHC is DRB1_0802 with pseudo-sequence DRB1_0802. The binding affinity (normalized) is 0.299. (2) The peptide sequence is QVSLVQRILRKSKRN. The MHC is DRB1_0101 with pseudo-sequence DRB1_0101. The binding affinity (normalized) is 0.371. (3) The peptide sequence is LQSLGAEIAVEQAAL. The MHC is DRB1_1602 with pseudo-sequence DRB1_1602. The binding affinity (normalized) is 0.557. (4) The peptide sequence is KEYTFPITLSSTSNP. The MHC is DRB1_0405 with pseudo-sequence DRB1_0405. The binding affinity (normalized) is 0.335. (5) The MHC is DRB3_0301 with pseudo-sequence DRB3_0301. The peptide sequence is LSEMKEAFHGLDVKF. The binding affinity (normalized) is 0.371. (6) The peptide sequence is SELPDFLAKKGGEAM. The MHC is DRB1_0801 with pseudo-sequence DRB1_0801. The binding affinity (normalized) is 0.538. (7) The peptide sequence is ALTKAITAMSEVQKV. The MHC is DRB1_0802 with pseudo-sequence DRB1_0802. The binding affinity (normalized) is 0.629.